Dataset: Forward reaction prediction with 1.9M reactions from USPTO patents (1976-2016). Task: Predict the product of the given reaction. (1) The product is: [Br:15][CH:16]([CH3:20])[C:17]([NH:14][C:11]1[CH:10]=[CH:9][C:8]([O:1][C:2]2[CH:7]=[CH:6][CH:5]=[CH:4][CH:3]=2)=[CH:13][CH:12]=1)=[O:18]. Given the reactants [O:1]([C:8]1[CH:13]=[CH:12][C:11]([NH2:14])=[CH:10][CH:9]=1)[C:2]1[CH:7]=[CH:6][CH:5]=[CH:4][CH:3]=1.[Br:15][CH:16]([CH3:20])[C:17](Br)=[O:18].C(N(CC)CC)C.C(=O)(O)[O-].[Na+], predict the reaction product. (2) Given the reactants [Br:1][C:2]1[CH:3]=[C:4]2[C:8](=[CH:9][C:10]=1[N+:11]([O-:13])=[O:12])[NH:7][N:6]=[CH:5]2.[Cl:14][O-].[Na+], predict the reaction product. The product is: [Br:1][C:2]1[CH:3]=[C:4]2[C:8](=[CH:9][C:10]=1[N+:11]([O-:13])=[O:12])[NH:7][N:6]=[C:5]2[Cl:14].